Dataset: Full USPTO retrosynthesis dataset with 1.9M reactions from patents (1976-2016). Task: Predict the reactants needed to synthesize the given product. (1) Given the product [Cl:1][C:2]1[CH:7]=[C:6]([C:25]#[N:26])[C:5]([Cl:15])=[CH:4][C:3]=1[CH2:16][CH2:17][C:18]([O:20][C:21]([CH3:24])([CH3:23])[CH3:22])=[O:19], predict the reactants needed to synthesize it. The reactants are: [Cl:1][C:2]1[CH:7]=[C:6](S(C(F)(F)F)(=O)=O)[C:5]([Cl:15])=[CH:4][C:3]=1[CH2:16][CH2:17][C:18]([O:20][C:21]([CH3:24])([CH3:23])[CH3:22])=[O:19].[CH3:25][N:26](C)C=O. (2) Given the product [O:10]1[C:3]2[CH:4]=[C:5]([CH2:8][OH:9])[N:6]=[CH:7][C:2]=2[O:1][CH2:19][CH2:18]1, predict the reactants needed to synthesize it. The reactants are: [OH:1][C:2]1[C:3](=[O:10])[CH:4]=[C:5]([CH2:8][OH:9])[NH:6][CH:7]=1.C([O-])([O-])=O.[K+].[K+].Br[CH2:18][CH2:19]Br. (3) Given the product [Cl:15][C:16]1[C:17]([O:13][CH2:12][C:5]23[CH2:10][CH:9]4[CH2:8][CH:7]([CH2:11][CH:3]([C:2]4([F:14])[F:1])[CH2:4]2)[CH2:6]3)=[CH:18][C:19]([F:29])=[C:20]([CH:28]=1)[C:21]([O:23][C:24]([CH3:25])([CH3:26])[CH3:27])=[O:22], predict the reactants needed to synthesize it. The reactants are: [F:1][C:2]1([F:14])[CH:9]2[CH2:10][C:5]3([CH2:12][OH:13])[CH2:6][CH:7]([CH2:11][CH:3]1[CH2:4]3)[CH2:8]2.[Cl:15][C:16]1[C:17](F)=[CH:18][C:19]([F:29])=[C:20]([CH:28]=1)[C:21]([O:23][C:24]([CH3:27])([CH3:26])[CH3:25])=[O:22].C(=O)([O-])[O-].[Cs+].[Cs+].O. (4) Given the product [Cl:27][CH2:23][CH2:24][C:19]1[C:20](=[O:21])[N:3]2[CH:4]=[CH:5][CH:6]=[C:7]([O:8][CH2:9][C:10]3[CH:11]=[CH:12][CH:13]=[CH:14][CH:15]=3)[C:2]2=[N:1][C:16]=1[CH3:17], predict the reactants needed to synthesize it. The reactants are: [NH2:1][C:2]1[C:7]([O:8][CH2:9][C:10]2[CH:15]=[CH:14][CH:13]=[CH:12][CH:11]=2)=[CH:6][CH:5]=[CH:4][N:3]=1.[C:16]([CH:19]1[CH2:24][CH2:23]O[C:20]1=[O:21])(=O)[CH3:17].P(Cl)(Cl)([Cl:27])=O.[OH-].[NH4+]. (5) Given the product [Cl:21][C:17]1[CH:16]=[C:15]([S:12]([N:10]2[CH2:9][CH2:8][N:7]([C:22]3[CH:27]=[CH:26][C:25]([F:28])=[CH:24][C:23]=3[CH3:29])[CH:6]([C:4]([OH:5])=[O:3])[CH2:11]2)(=[O:13])=[O:14])[CH:20]=[CH:19][CH:18]=1, predict the reactants needed to synthesize it. The reactants are: C([O:3][C:4]([CH:6]1[CH2:11][N:10]([S:12]([C:15]2[CH:20]=[CH:19][CH:18]=[C:17]([Cl:21])[CH:16]=2)(=[O:14])=[O:13])[CH2:9][CH2:8][N:7]1[C:22]1[CH:27]=[CH:26][C:25]([F:28])=[CH:24][C:23]=1[CH3:29])=[O:5])C.[Li+].[OH-].CO.OS([O-])(=O)=O.[K+].